This data is from Forward reaction prediction with 1.9M reactions from USPTO patents (1976-2016). The task is: Predict the product of the given reaction. (1) Given the reactants [Cl:1][C:2]1[N:7]=[C:6]([CH:8]=[O:9])[C:5]2[C:10]([I:32])=[N:11][N:12]([C:13]([C:26]3[CH:31]=[CH:30][CH:29]=[CH:28][CH:27]=3)([C:20]3[CH:25]=[CH:24][CH:23]=[CH:22][CH:21]=3)[C:14]3[CH:19]=[CH:18][CH:17]=[CH:16][CH:15]=3)[C:4]=2[CH:3]=1.[BH4-].[Na+], predict the reaction product. The product is: [Cl:1][C:2]1[N:7]=[C:6]([CH2:8][OH:9])[C:5]2[C:10]([I:32])=[N:11][N:12]([C:13]([C:14]3[CH:15]=[CH:16][CH:17]=[CH:18][CH:19]=3)([C:20]3[CH:21]=[CH:22][CH:23]=[CH:24][CH:25]=3)[C:26]3[CH:31]=[CH:30][CH:29]=[CH:28][CH:27]=3)[C:4]=2[CH:3]=1. (2) Given the reactants [CH3:1][C:2]1[N:3]([CH2:16][C:17]([CH3:26])([O:19][CH2:20][CH2:21][S:22]([CH3:25])(=[O:24])=[O:23])[CH3:18])[C:4]2[C:13]3[CH:12]=[CH:11][CH:10]=[CH:9][C:8]=3[N:7]=[C:6]([NH2:14])[C:5]=2[N:15]=1.[H][H].[OH-].[Na+], predict the reaction product. The product is: [CH3:1][C:2]1[N:3]([CH2:16][C:17]([CH3:26])([O:19][CH2:20][CH2:21][S:22]([CH3:25])(=[O:24])=[O:23])[CH3:18])[C:4]2[C:13]3[CH2:12][CH2:11][CH2:10][CH2:9][C:8]=3[N:7]=[C:6]([NH2:14])[C:5]=2[N:15]=1. (3) Given the reactants [ClH:1].[F:2][C:3]([F:19])([F:18])[CH2:4][N:5]1[CH2:10][CH2:9][N:8](C(OC(C)(C)C)=O)[CH2:7][CH2:6]1, predict the reaction product. The product is: [ClH:1].[ClH:1].[F:19][C:3]([F:2])([F:18])[CH2:4][N:5]1[CH2:6][CH2:7][NH:8][CH2:9][CH2:10]1. (4) Given the reactants Cl[C:2]1[N:7]=[C:6]([NH:8][C:9]2[CH:14]=[CH:13][C:12]([O:15][CH3:16])=[CH:11][C:10]=2[NH:17][S:18]([CH3:21])(=[O:20])=[O:19])[C:5]([Cl:22])=[CH:4][N:3]=1.[F:23][C:24]1[CH:30]=[CH:29][C:28]([CH3:31])=[CH:27][C:25]=1[NH2:26], predict the reaction product. The product is: [Cl:22][C:5]1[C:6]([NH:8][C:9]2[CH:14]=[CH:13][C:12]([O:15][CH3:16])=[CH:11][C:10]=2[NH:17][S:18]([CH3:21])(=[O:20])=[O:19])=[N:7][C:2]([NH:26][C:25]2[CH:27]=[C:28]([CH3:31])[CH:29]=[CH:30][C:24]=2[F:23])=[N:3][CH:4]=1. (5) Given the reactants [CH3:1][N:2]([CH3:17])[C:3]1[CH:8]=[CH:7][C:6]([C:9]2([OH:16])[CH2:14][CH2:13][C:12](=O)[CH2:11][CH2:10]2)=[CH:5][CH:4]=1.[NH:18]1[CH2:21][CH:20]([NH:22][C:23]([CH2:25][NH:26][C:27](=[O:38])[C:28]2[CH:33]=[CH:32][CH:31]=[C:30]([C:34]([F:37])([F:36])[F:35])[CH:29]=2)=[O:24])[CH2:19]1, predict the reaction product. The product is: [CH3:1][N:2]([CH3:17])[C:3]1[CH:8]=[CH:7][C:6]([C:9]2([OH:16])[CH2:14][CH2:13][CH:12]([N:18]3[CH2:21][CH:20]([NH:22][C:23]([CH2:25][NH:26][C:27](=[O:38])[C:28]4[CH:33]=[CH:32][CH:31]=[C:30]([C:34]([F:37])([F:35])[F:36])[CH:29]=4)=[O:24])[CH2:19]3)[CH2:11][CH2:10]2)=[CH:5][CH:4]=1. (6) The product is: [CH:13]([C:15]1[NH:16][CH:17]=[CH:18][CH:19]=1)=[O:12].[CH3:11][O:12][C:13]([C:15]1[NH:16][CH:17]=[C:18]([CH:4]=[O:5])[CH:19]=1)=[O:14].[CH3:11][O:12][C:13]([C:15]1[NH:16][C:17]([CH:4]=[O:5])=[CH:18][CH:19]=1)=[O:14]. Given the reactants CN([CH:4]=[O:5])C.O=P(Cl)(Cl)Cl.[CH3:11][O:12][C:13]([C:15]1[NH:16][CH:17]=[CH:18][CH:19]=1)=[O:14], predict the reaction product. (7) Given the reactants Br[C:2]1[CH:3]=[C:4]([C:8]2[C:13]3[O:14][C:15]4[CH:20]=[CH:19][CH:18]=[CH:17][C:16]=4[C:12]=3[CH:11]=[CH:10][CH:9]=2)[CH:5]=[CH:6][CH:7]=1.[OH:21][C:22]1[CH:27]=[CH:26][C:25](B(O)O)=[CH:24][CH:23]=1.C([O-])([O-])=O.[Na+].[Na+].Cl, predict the reaction product. The product is: [CH:11]1[C:12]2[C:16]3[CH:17]=[CH:18][CH:19]=[CH:20][C:15]=3[O:14][C:13]=2[C:8]([C:4]2[CH:3]=[C:2]([C:25]3[CH:26]=[CH:27][C:22]([OH:21])=[CH:23][CH:24]=3)[CH:7]=[CH:6][CH:5]=2)=[CH:9][CH:10]=1. (8) Given the reactants [C:1]([NH:4][C:5]1[CH:13]=[CH:12][CH:11]=[C:10]2[C:6]=1[C:7](=[O:34])[N:8]([CH:15]([C:20]1[CH:25]=[CH:24][C:23]([O:26][CH:27]([F:29])[F:28])=[C:22]([O:30][CH:31]([F:33])[F:32])[CH:21]=1)[CH2:16][C:17](O)=[O:18])[C:9]2=[O:14])(=[O:3])[CH3:2].[C:35](N1C=CN=C1)([N:37]1C=CN=[CH:38]1)=O.CNC.O, predict the reaction product. The product is: [C:1]([NH:4][C:5]1[CH:13]=[CH:12][CH:11]=[C:10]2[C:6]=1[C:7](=[O:34])[N:8]([CH:15]([C:20]1[CH:25]=[CH:24][C:23]([O:26][CH:27]([F:29])[F:28])=[C:22]([O:30][CH:31]([F:32])[F:33])[CH:21]=1)[CH2:16][C:17]([N:37]([CH3:38])[CH3:35])=[O:18])[C:9]2=[O:14])(=[O:3])[CH3:2]. (9) Given the reactants [C:1]([O:5][C:6]([N:8]1[CH2:13][CH:12]=[C:11]([C:14]2[CH:15]=[C:16]3[C:25](=[CH:26][C:27]=2[C:28]2[CH:33]=[CH:32][CH:31]=[CH:30][C:29]=2[F:34])[O:24][CH2:23][C:22]2[N:17]3[C@H:18]([CH3:36])[C:19](=[O:35])[NH:20][N:21]=2)[CH2:10][CH2:9]1)=[O:7])([CH3:4])([CH3:3])[CH3:2], predict the reaction product. The product is: [C:1]([O:5][C:6]([N:8]1[CH2:9][CH2:10][CH:11]([C:14]2[CH:15]=[C:16]3[C:25](=[CH:26][C:27]=2[C:28]2[CH:33]=[CH:32][CH:31]=[CH:30][C:29]=2[F:34])[O:24][CH2:23][C:22]2[N:17]3[C@H:18]([CH3:36])[C:19](=[O:35])[NH:20][N:21]=2)[CH2:12][CH2:13]1)=[O:7])([CH3:4])([CH3:2])[CH3:3].